From a dataset of Reaction yield outcomes from USPTO patents with 853,638 reactions. Predict the reaction yield, written as a fraction of the theoretical maximum amount of product (1.0 means a 100% yield; for example, 0.34 means a 34% yield). (1) The reactants are [CH:1]([C:3]1[CH:10]=[CH:9][C:6]([C:7]#[N:8])=[CH:5][CH:4]=1)=O.[NH:11]1[CH2:14][CH:13]([C:15]([OH:17])=[O:16])[CH2:12]1.C(O)(=O)C.C(O[BH-](OC(=O)C)OC(=O)C)(=O)C.[Na+]. The catalyst is ClCCl.CO. The product is [C:7]([C:6]1[CH:9]=[CH:10][C:3]([CH2:1][N:11]2[CH2:14][CH:13]([C:15]([OH:17])=[O:16])[CH2:12]2)=[CH:4][CH:5]=1)#[N:8]. The yield is 0.750. (2) The reactants are [OH:1][C:2]1[CH:3]=[CH:4][C:5]([N+:10]([O-:12])=[O:11])=[C:6]([CH:9]=1)[CH:7]=O.[NH2:13][CH:14]1[CH2:19][CH2:18][N:17]([CH2:20][C:21]2[CH:26]=[CH:25][CH:24]=[CH:23][CH:22]=2)[CH2:16][CH2:15]1.[BH4-].[Na+].[Cl-].[NH4+]. The catalyst is C(O)C. The product is [CH2:20]([N:17]1[CH2:18][CH2:19][CH:14]([NH:13][CH2:7][C:6]2[CH:9]=[C:2]([OH:1])[CH:3]=[CH:4][C:5]=2[N+:10]([O-:12])=[O:11])[CH2:15][CH2:16]1)[C:21]1[CH:22]=[CH:23][CH:24]=[CH:25][CH:26]=1. The yield is 0.570. (3) The reactants are [CH3:1][C:2]1[N:3]([C:7]2[CH:12]=[CH:11][C:10]([NH:13][C:14]3[N:15]=[C:16]([NH:24][CH2:25][C@H:26]4[CH2:30][CH2:29][CH2:28][O:27]4)[C:17]4[CH2:23][NH:22][CH2:21][CH2:20][C:18]=4[N:19]=3)=[CH:9][CH:8]=2)[CH:4]=[CH:5][N:6]=1.[C:31](O)(=O)C.C=O.C([BH3-])#N.[Na+]. The catalyst is CO. The product is [CH3:31][N:22]1[CH2:21][CH2:20][C:18]2[N:19]=[C:14]([NH:13][C:10]3[CH:9]=[CH:8][C:7]([N:3]4[CH:4]=[CH:5][N:6]=[C:2]4[CH3:1])=[CH:12][CH:11]=3)[N:15]=[C:16]([NH:24][CH2:25][C@H:26]3[CH2:30][CH2:29][CH2:28][O:27]3)[C:17]=2[CH2:23]1. The yield is 0.323. (4) The reactants are [C:1]([O:5][C:6](=[O:26])[NH:7][C@H:8]([C:10](=O)[NH:11][C:12]1[CH:17]=[CH:16][CH:15]=[CH:14][C:13]=1[NH:18][CH:19]1[CH2:24][CH2:23][CH2:22][O:21][CH2:20]1)[CH3:9])([CH3:4])([CH3:3])[CH3:2]. The catalyst is CC(O)=O. The product is [C:1]([O:5][C:6](=[O:26])[NH:7][C@H:8]([C:10]1[N:18]([CH:19]2[CH2:24][CH2:23][CH2:22][O:21][CH2:20]2)[C:13]2[CH:14]=[CH:15][CH:16]=[CH:17][C:12]=2[N:11]=1)[CH3:9])([CH3:4])([CH3:3])[CH3:2]. The yield is 0.810.